From a dataset of Catalyst prediction with 721,799 reactions and 888 catalyst types from USPTO. Predict which catalyst facilitates the given reaction. (1) Reactant: [C:1]([C:5]1[CH:10]=[CH:9][CH:8]=[CH:7][C:6]=1[N:11]1[CH2:16][CH2:15][NH:14][CH2:13][CH2:12]1)([CH3:4])([CH3:3])[CH3:2].[C:17]([CH2:19][C:20](O)=[O:21])#[N:18].C(N(CC)CC)C.O=C1N(P(Cl)(N2CCOC2=O)=O)CCO1. Product: [C:1]([C:5]1[CH:10]=[CH:9][CH:8]=[CH:7][C:6]=1[N:11]1[CH2:16][CH2:15][N:14]([C:20](=[O:21])[CH2:19][C:17]#[N:18])[CH2:13][CH2:12]1)([CH3:4])([CH3:2])[CH3:3]. The catalyst class is: 2. (2) Reactant: [C:1]([NH:4][C:5]1[CH:14]=[CH:13][C:12]([OH:15])=[CH:11][C:6]=1[C:7]([O:9][CH3:10])=[O:8])(=[O:3])[CH3:2].F[C:17]1[CH:22]=[CH:21][C:20]([N+:23]([O-:25])=[O:24])=[CH:19][CH:18]=1.C([O-])([O-])=O.[K+].[K+].C1OCCOCCOCCOCCOCCOC1. Product: [N+:23]([C:20]1[CH:21]=[CH:22][C:17]([O:15][C:12]2[CH:13]=[CH:14][C:5]([NH:4][C:1](=[O:3])[CH3:2])=[C:6]([CH:11]=2)[C:7]([O:9][CH3:10])=[O:8])=[CH:18][CH:19]=1)([O-:25])=[O:24]. The catalyst class is: 3.